This data is from Forward reaction prediction with 1.9M reactions from USPTO patents (1976-2016). The task is: Predict the product of the given reaction. (1) Given the reactants [CH3:1][O:2][C:3]([C:5]1[C:10]([C:11]([O:13][CH3:14])=[O:12])=[CH:9][CH:8]=[C:7](Cl)[N:6]=1)=[O:4].[CH:16]1(B(O)O)[CH2:18][CH2:17]1.[O-]P([O-])([O-])=O.[K+].[K+].[K+].O.C1(P(C2CCCCC2)C2CCCCC2)CCCCC1, predict the reaction product. The product is: [CH3:1][O:2][C:3]([C:5]1[C:10]([C:11]([O:13][CH3:14])=[O:12])=[CH:9][CH:8]=[C:7]([CH:16]2[CH2:18][CH2:17]2)[N:6]=1)=[O:4]. (2) The product is: [OH:1][C:2]1[C:3]([C:24]([NH:26][CH2:27][C:28]([OH:30])=[O:29])=[O:25])=[C:4]2[C:9](=[CH:10][C:11]=1[C:12]1[CH:13]=[CH:14][CH:15]=[CH:16][CH:17]=1)[N:8]=[C:7]([C:18]1[CH:23]=[CH:22][CH:21]=[CH:20][CH:19]=1)[CH:6]=[N:5]2. Given the reactants [OH:1][C:2]1[C:3]([C:24]([NH:26][CH2:27][C:28]([O:30]CC)=[O:29])=[O:25])=[C:4]2[C:9](=[CH:10][C:11]=1[C:12]1[CH:17]=[CH:16][CH:15]=[CH:14][CH:13]=1)[N:8]=[C:7]([C:18]1[CH:23]=[CH:22][CH:21]=[CH:20][CH:19]=1)[CH:6]=[N:5]2.[OH-].[Na+], predict the reaction product. (3) Given the reactants [F:1][C:2]1[CH:7]=[C:6]([N+:8]([O-:10])=[O:9])[CH:5]=[CH:4][C:3]=1[CH2:11][NH2:12].[CH3:13][S:14](Cl)(=[O:16])=[O:15], predict the reaction product. The product is: [F:1][C:2]1[CH:7]=[C:6]([N+:8]([O-:10])=[O:9])[CH:5]=[CH:4][C:3]=1[CH2:11][NH:12][S:14]([CH3:13])(=[O:16])=[O:15]. (4) Given the reactants [C:1]([C:4]1[C:5]([O:26][CH2:27][CH3:28])=[C:6]([CH:12]2[CH2:15][N:14]([C:16]([O:18][CH2:19][C:20]3[CH:25]=[CH:24][CH:23]=[CH:22][CH:21]=3)=[O:17])[CH2:13]2)[C:7]([CH3:11])=[C:8]([Cl:10])[CH:9]=1)(=[O:3])[CH3:2].[BH4-].[Na+], predict the reaction product. The product is: [Cl:10][C:8]1[C:7]([CH3:11])=[C:6]([CH:12]2[CH2:15][N:14]([C:16]([O:18][CH2:19][C:20]3[CH:21]=[CH:22][CH:23]=[CH:24][CH:25]=3)=[O:17])[CH2:13]2)[C:5]([O:26][CH2:27][CH3:28])=[C:4]([CH:1]([OH:3])[CH3:2])[CH:9]=1. (5) Given the reactants [CH2:1]([C:5]1[CH:12]=[CH:11][C:10]([N+:13]([O-])=O)=[CH:9][C:6]=1[C:7]#[N:8])[CH:2]([CH3:4])[CH3:3].C([O-])=O.[NH4+], predict the reaction product. The product is: [NH2:13][C:10]1[CH:11]=[CH:12][C:5]([CH2:1][CH:2]([CH3:4])[CH3:3])=[C:6]([CH:9]=1)[C:7]#[N:8].